Dataset: Reaction yield outcomes from USPTO patents with 853,638 reactions. Task: Predict the reaction yield, written as a fraction of the theoretical maximum amount of product (1.0 means a 100% yield; for example, 0.34 means a 34% yield). (1) The reactants are [Cl:1][C:2]1[CH:7]=[C:6]([NH2:8])[CH:5]=[C:4]([C:9]([F:12])([F:11])[F:10])[C:3]=1[NH2:13].Cl[CH2:15][CH2:16][O:17][CH2:18][CH2:19]Cl.[I-].[Na+]. The catalyst is C(#N)C. The product is [Cl:1][C:2]1[CH:7]=[C:6]([N:8]2[CH2:19][CH2:18][O:17][CH2:16][CH2:15]2)[CH:5]=[C:4]([C:9]([F:12])([F:11])[F:10])[C:3]=1[NH2:13]. The yield is 0.240. (2) The reactants are [CH3:1][O:2][C:3]([NH:5][C@@H:6]([CH:10]([CH3:12])[CH3:11])[C:7]([OH:9])=O)=[O:4].CN(C(ON1N=NC2C=CC=NC1=2)=[N+](C)C)C.F[P-](F)(F)(F)(F)F.CCN(C(C)C)C(C)C.Cl.[C:47]([C@@H:49]1[CH2:53][NH:52][C@H:51]([C:54]2[NH:55][C:56]([C:59]3[CH:60]=[C:61]4[C:66](=[CH:67][CH:68]=3)[CH:65]=[C:64]([C:69]3[CH:74]=[CH:73][C:72]([C:75]5[NH:79][C:78]([C@@H:80]6[CH2:92][N:90]7[C:91]8[CH:83]([C@@H:84]([NH:93][C:94](=[O:97])[O:95][CH3:96])[CH2:85][CH2:86][C:87]=8[CH:88]=[CH:89]7)[C:82](=[O:98])[CH2:81]6)=[N:77][CH:76]=5)=[CH:71][CH:70]=3)[CH:63]=[CH:62]4)=[CH:57][N:58]=2)[CH2:50]1)#[N:48].[NH4+].[Cl-]. The catalyst is CN(C=O)C.ClCCl. The product is [CH3:96][O:95][C:94](=[O:97])[NH:93][C@@H:84]1[CH:83]2[C:82](=[O:98])[CH2:81][C@H:80]([C:78]3[NH:79][C:75]([C:72]4[CH:71]=[CH:70][C:69]([C:64]5[CH:63]=[CH:62][C:61]6[C:66](=[CH:67][CH:68]=[C:59]([C:56]7[NH:55][C:54]([C@@H:51]8[CH2:50][C@H:49]([C:47]#[N:48])[CH2:53][N:52]8[C:7](=[O:9])[C@@H:6]([NH:5][C:3]([O:2][CH3:1])=[O:4])[CH:10]([CH3:12])[CH3:11])=[N:58][CH:57]=7)[CH:60]=6)[CH:65]=5)=[CH:74][CH:73]=4)=[CH:76][N:77]=3)[CH2:92][N:90]3[C:91]2=[C:87]([CH:88]=[CH:89]3)[CH2:86][CH2:85]1. The yield is 0.150. (3) The reactants are [F:1][C:2]1[CH:15]=[CH:14][C:5]([O:6][C:7]2[CH:13]=[CH:12][C:10]([NH2:11])=[CH:9][CH:8]=2)=[CH:4][CH:3]=1.Br[CH:17]([CH3:23])[C:18]([O:20][CH2:21][CH3:22])=[O:19].C([O-])(=O)C.[Na+]. The catalyst is C(O)C. The product is [CH2:21]([O:20][C:18](=[O:19])[C@H:17]([CH3:23])[NH:11][C:10]1[CH:12]=[CH:13][C:7]([O:6][C:5]2[CH:14]=[CH:15][C:2]([F:1])=[CH:3][CH:4]=2)=[CH:8][CH:9]=1)[CH3:22]. The yield is 0.800.